Dataset: Retrosynthesis with 50K atom-mapped reactions and 10 reaction types from USPTO. Task: Predict the reactants needed to synthesize the given product. (1) Given the product N#Cc1cnc2ccc(NCC3CCOCC3)cc2c1Nc1ccc(F)c(Cl)c1, predict the reactants needed to synthesize it. The reactants are: N#Cc1cnc2ccc(N)cc2c1Nc1ccc(F)c(Cl)c1.O=CC1CCOCC1. (2) Given the product Cc1nn(C)c(C)c1-c1ccc2c(c1)C(N(C)C)CC2, predict the reactants needed to synthesize it. The reactants are: CNC.Cc1nn(C)c(C)c1-c1ccc2c(c1)C(=O)CC2. (3) The reactants are: CC1(C(=O)Nc2cccc(Oc3ccc(F)cc3)c2)CCNCC1.Clc1c[nH]c2ncnc(Cl)c12. Given the product CC1(C(=O)Nc2cccc(Oc3ccc(F)cc3)c2)CCN(c2ncnc3[nH]cc(Cl)c23)CC1, predict the reactants needed to synthesize it. (4) Given the product O=C1CC2OC(CSc3ccccc3)CN12, predict the reactants needed to synthesize it. The reactants are: O=C1CC2OC(CBr)CN12.[S-]c1ccccc1.